This data is from TCR-epitope binding with 47,182 pairs between 192 epitopes and 23,139 TCRs. The task is: Binary Classification. Given a T-cell receptor sequence (or CDR3 region) and an epitope sequence, predict whether binding occurs between them. The epitope is HPVGEADYFEY. The TCR CDR3 sequence is CASSVRSGELFF. Result: 1 (the TCR binds to the epitope).